Dataset: Full USPTO retrosynthesis dataset with 1.9M reactions from patents (1976-2016). Task: Predict the reactants needed to synthesize the given product. Given the product [CH2:1]([O:3][C:4](=[O:22])[CH2:5][CH2:6][C@H:7]1[CH2:12][CH2:11][C:10]([F:14])([F:13])[CH2:9][N:8]1[C:15]([O:17][C:18]([CH3:21])([CH3:20])[CH3:19])=[O:16])[CH3:2], predict the reactants needed to synthesize it. The reactants are: [CH2:1]([O:3][C:4](=[O:22])[CH:5]=[CH:6][C@H:7]1[CH2:12][CH2:11][C:10]([F:14])([F:13])[CH2:9][N:8]1[C:15]([O:17][C:18]([CH3:21])([CH3:20])[CH3:19])=[O:16])[CH3:2].